Dataset: Forward reaction prediction with 1.9M reactions from USPTO patents (1976-2016). Task: Predict the product of the given reaction. (1) The product is: [C:3]([O:7][C:8]([N:10]1[CH2:14][CH2:13][CH2:12][C@@H:11]1[CH2:15][O:16][CH2:17][CH3:18])=[O:9])([CH3:6])([CH3:5])[CH3:4]. Given the reactants [H-].[Na+].[C:3]([O:7][C:8]([N:10]1[CH2:14][CH2:13][CH2:12][C@@H:11]1[CH2:15][OH:16])=[O:9])([CH3:6])([CH3:5])[CH3:4].[CH2:17](I)[CH3:18], predict the reaction product. (2) Given the reactants [CH3:1][C:2]1[N:3]=[C:4]([C:11]2[CH:16]=[CH:15][C:14]([C:17]([F:20])([F:19])[F:18])=[CH:13][CH:12]=2)[S:5][C:6]=1[C:7](OC)=[O:8].[H-].C([Al+]CC(C)C)C(C)C, predict the reaction product. The product is: [CH3:1][C:2]1[N:3]=[C:4]([C:11]2[CH:12]=[CH:13][C:14]([C:17]([F:20])([F:18])[F:19])=[CH:15][CH:16]=2)[S:5][C:6]=1[CH2:7][OH:8].